From a dataset of Forward reaction prediction with 1.9M reactions from USPTO patents (1976-2016). Predict the product of the given reaction. (1) Given the reactants [CH2:1]([O:8][C:9]1[CH:15]=[C:14]([N+:16]([O-:18])=[O:17])[C:13]([Cl:19])=[CH:12][C:10]=1[NH2:11])[C:2]1[CH:7]=[CH:6][CH:5]=[CH:4][CH:3]=1.C(N(CC)CC)C.[C:27](Cl)(=[O:34])[C:28]1[CH:33]=[CH:32][CH:31]=[CH:30][CH:29]=1, predict the reaction product. The product is: [CH2:1]([O:8][C:9]1[CH:15]=[C:14]([N+:16]([O-:18])=[O:17])[C:13]([Cl:19])=[CH:12][C:10]=1[NH:11][C:27](=[O:34])[C:28]1[CH:33]=[CH:32][CH:31]=[CH:30][CH:29]=1)[C:2]1[CH:3]=[CH:4][CH:5]=[CH:6][CH:7]=1. (2) Given the reactants [I:1][C:2]1[CH:3]=[C:4]([C:8]2([C:16]#[N:17])[CH2:14][C@H:13]3[NH:15][C@H:10]([CH:11]=[CH:12]3)[CH2:9]2)[CH:5]=[N:6][CH:7]=1.C([O-])([O-])=O.[K+].[K+].FC(F)(F)S(O[CH2:30][C:31]([F:34])([F:33])[F:32])(=O)=O.O, predict the reaction product. The product is: [I:1][C:2]1[CH:3]=[C:4]([C:8]2([C:16]#[N:17])[CH2:14][C@@H:13]3[N:15]([CH2:30][C:31]([F:34])([F:33])[F:32])[C@@H:10]([CH:11]=[CH:12]3)[CH2:9]2)[CH:5]=[N:6][CH:7]=1. (3) Given the reactants Br[C:2]1[N:3]([S:11]([C:14]2[CH:19]=[CH:18][CH:17]=[C:16]([Cl:20])[CH:15]=2)(=[O:13])=[O:12])[CH:4]=[C:5]2[C:9](=[O:10])[CH2:8][CH2:7][C:6]=12.[F:21][C:22]1[CH:27]=[CH:26][CH:25]=[CH:24][C:23]=1OB(O)O, predict the reaction product. The product is: [Cl:20][C:16]1[CH:15]=[C:14]([S:11]([N:3]2[CH:4]=[C:5]3[C:9](=[O:10])[CH2:8][CH2:7][C:6]3=[C:2]2[C:23]2[CH:24]=[CH:25][CH:26]=[CH:27][C:22]=2[F:21])(=[O:13])=[O:12])[CH:19]=[CH:18][CH:17]=1. (4) Given the reactants [Si:1]([O:8][CH2:9][C:10]([N:13]1[C:21]2[CH:20]=[CH:19][N:18]=[CH:17][C:16]=2[C:15](I)=[CH:14]1)([CH3:12])[CH3:11])([C:4]([CH3:7])([CH3:6])[CH3:5])([CH3:3])[CH3:2].C([Mg]Cl)(C)C.[Br:28][C:29]1[CH:30]=[N:31][CH:32]=[C:33]([CH:40]=1)[C:34](N(OC)C)=[O:35], predict the reaction product. The product is: [Br:28][C:29]1[CH:40]=[C:33]([C:34]([C:15]2[C:16]3[CH:17]=[N:18][CH:19]=[CH:20][C:21]=3[N:13]([C:10]([CH3:12])([CH3:11])[CH2:9][O:8][Si:1]([C:4]([CH3:7])([CH3:6])[CH3:5])([CH3:3])[CH3:2])[CH:14]=2)=[O:35])[CH:32]=[N:31][CH:30]=1.